This data is from Merck oncology drug combination screen with 23,052 pairs across 39 cell lines. The task is: Regression. Given two drug SMILES strings and cell line genomic features, predict the synergy score measuring deviation from expected non-interaction effect. (1) Synergy scores: synergy=-7.71. Cell line: UWB1289BRCA1. Drug 1: O=P1(N(CCCl)CCCl)NCCCO1. Drug 2: Cn1cc(-c2cnn3c(N)c(Br)c(C4CCCNC4)nc23)cn1. (2) Drug 1: COC12C(COC(N)=O)C3=C(C(=O)C(C)=C(N)C3=O)N1CC1NC12. Drug 2: Cn1c(=O)n(-c2ccc(C(C)(C)C#N)cc2)c2c3cc(-c4cnc5ccccc5c4)ccc3ncc21. Cell line: SKMEL30. Synergy scores: synergy=25.0.